From a dataset of CYP2C19 inhibition data for predicting drug metabolism from PubChem BioAssay. Regression/Classification. Given a drug SMILES string, predict its absorption, distribution, metabolism, or excretion properties. Task type varies by dataset: regression for continuous measurements (e.g., permeability, clearance, half-life) or binary classification for categorical outcomes (e.g., BBB penetration, CYP inhibition). Dataset: cyp2c19_veith. The molecule is Cc1ccccc1NC(=O)Cn1cnc2c1c(=O)n(C)c(=O)n2C. The result is 0 (non-inhibitor).